This data is from Forward reaction prediction with 1.9M reactions from USPTO patents (1976-2016). The task is: Predict the product of the given reaction. (1) Given the reactants [H-].[Na+].[CH3:3][C:4]1[CH:9]=[CH:8][CH:7]=[C:6]([CH3:10])[C:5]=1[OH:11].C(Cl)[CH:13]=[C:14]([CH3:16])[CH3:15].[CH3:18]O, predict the reaction product. The product is: [CH3:3][C:4]1[C:5](=[O:11])[C:6]([CH3:18])([CH2:10][CH:13]=[C:14]([CH3:16])[CH3:15])[CH2:7][CH2:8][CH:9]=1. (2) Given the reactants Cl[C:2]1[C:7]([CH:8]=O)=[CH:6][N:5]=[C:4]([S:10][CH3:11])[N:3]=1.CCN(C(C)C)C(C)C.[NH2:21][NH2:22], predict the reaction product. The product is: [CH3:11][S:10][C:4]1[N:3]=[C:2]2[NH:21][N:22]=[CH:8][C:7]2=[CH:6][N:5]=1. (3) Given the reactants [CH3:1][O:2][C:3]1[C:8]([CH3:9])=[N:7][CH:6]=[CH:5][N:4]=1.[Br:10]N1C(=O)CCC1=O.N(C(C)(C)C#N)=NC(C)(C)C#N, predict the reaction product. The product is: [Br:10][CH2:9][C:8]1[C:3]([O:2][CH3:1])=[N:4][CH:5]=[CH:6][N:7]=1.